From a dataset of Forward reaction prediction with 1.9M reactions from USPTO patents (1976-2016). Predict the product of the given reaction. (1) Given the reactants [NH2:1][C:2]1[CH:3]=[C:4]([C:8]2[N:13]3[N:14]=[CH:15][C:16]([C:17]([C:19]4[CH:23]=[CH:22][O:21][CH:20]=4)=[O:18])=[C:12]3[N:11]=[CH:10][CH:9]=2)[CH:5]=[CH:6][CH:7]=1.[Cl-], predict the reaction product. The product is: [O:21]1[CH:22]=[CH:23][C:19]([C:17]([C:16]2[CH:15]=[N:14][N:13]3[C:8]([C:4]4[CH:3]=[C:2]([NH:1][C:22](=[O:21])[CH2:23][CH:19]([CH3:20])[CH3:17])[CH:7]=[CH:6][CH:5]=4)=[CH:9][CH:10]=[N:11][C:12]=23)=[O:18])=[CH:20]1. (2) Given the reactants C[O:2][C:3]1[CH:8]=[CH:7][C:6]([CH:9]=[CH2:10])=[CH:5][N:4]=1.[Na+].[I-], predict the reaction product. The product is: [CH2:9]([C:6]1[CH:7]=[CH:8][C:3](=[O:2])[NH:4][CH:5]=1)[CH3:10]. (3) Given the reactants [Cl:1][C:2]1[CH:10]=[C:9]2[C:5]([CH:6]=[CH:7][NH:8]2)=[CH:4][CH:3]=1.I[C:12]1[CH:17]=[CH:16][CH:15]=[CH:14][CH:13]=1, predict the reaction product. The product is: [Cl:1][C:2]1[CH:10]=[C:9]2[C:5]([CH:6]=[CH:7][N:8]2[C:12]2[CH:17]=[CH:16][CH:15]=[CH:14][CH:13]=2)=[CH:4][CH:3]=1. (4) Given the reactants [Cl:1][C:2]1[C:3]([O:12][C:13]2[CH:18]=[CH:17][C:16]([N+:19]([O-])=O)=[CH:15][C:14]=2[F:22])=[N:4][CH:5]=[C:6]([C:8]([F:11])([F:10])[F:9])[CH:7]=1, predict the reaction product. The product is: [Cl:1][C:2]1[C:3]([O:12][C:13]2[CH:18]=[CH:17][C:16]([NH2:19])=[CH:15][C:14]=2[F:22])=[N:4][CH:5]=[C:6]([C:8]([F:10])([F:9])[F:11])[CH:7]=1. (5) Given the reactants Cl[C:2]1[CH:7]=[CH:6][C:5]([N+:8]([O-:10])=[O:9])=[CH:4][N:3]=1.[CH3:11][O:12][C:13]1[CH:14]=[C:15](B(O)O)[CH:16]=[CH:17][CH:18]=1, predict the reaction product. The product is: [CH3:11][O:12][C:13]1[CH:18]=[C:17]([C:2]2[CH:7]=[CH:6][C:5]([N+:8]([O-:10])=[O:9])=[CH:4][N:3]=2)[CH:16]=[CH:15][CH:14]=1.